The task is: Predict the product of the given reaction.. This data is from Forward reaction prediction with 1.9M reactions from USPTO patents (1976-2016). (1) Given the reactants N1(O[C:11]2[N:16]=[C:15]([NH:17][CH2:18][CH:19]3[CH2:24][CH2:23][CH2:22][N:21]([C:25]([O:27][CH2:28][C:29]4[CH:34]=[CH:33][CH:32]=[CH:31][CH:30]=4)=[O:26])[CH2:20]3)[C:14]([C:35](=[O:37])[NH2:36])=[CH:13][N:12]=2)C2C=CC=CC=2N=N1.[NH2:38][C:39]1[CH:40]=[C:41]([CH:46]=[CH:47][CH:48]=1)[NH:42][C:43](=[O:45])[CH3:44].CC1C=CC(S(O)(=O)=O)=CC=1.O, predict the reaction product. The product is: [C:43]([NH:42][C:41]1[CH:40]=[C:39]([NH:38][C:11]2[N:16]=[C:15]([NH:17][CH2:18][CH:19]3[CH2:24][CH2:23][CH2:22][N:21]([C:25]([O:27][CH2:28][C:29]4[CH:34]=[CH:33][CH:32]=[CH:31][CH:30]=4)=[O:26])[CH2:20]3)[C:14]([C:35](=[O:37])[NH2:36])=[CH:13][N:12]=2)[CH:48]=[CH:47][CH:46]=1)(=[O:45])[CH3:44]. (2) Given the reactants [Cl:1][C:2]1[CH:3]=[C:4]([S:9]([NH:12][C:13]2[S:17][C:16]3[CH2:18][CH2:19][CH2:20][CH2:21][C:15]=3[C:14]=2[C:22]([O:24][C:25]([CH3:28])([CH3:27])[CH3:26])=[O:23])(=[O:11])=[O:10])[CH:5]=[CH:6][C:7]=1[Cl:8].[C:29]([O-])([O-])=O.[K+].[K+].CI.[Na+].[Cl-], predict the reaction product. The product is: [Cl:1][C:2]1[CH:3]=[C:4]([S:9]([N:12]([C:13]2[S:17][C:16]3[CH2:18][CH2:19][CH2:20][CH2:21][C:15]=3[C:14]=2[C:22]([O:24][C:25]([CH3:28])([CH3:27])[CH3:26])=[O:23])[CH3:29])(=[O:10])=[O:11])[CH:5]=[CH:6][C:7]=1[Cl:8]. (3) Given the reactants Cl[C:2]1[N:7]=[CH:6][C:5]([S:8]([N:11]2[CH2:16][CH2:15][N:14]([C:17]3[CH:22]=[CH:21][C:20]([C:23]([OH:32])([C:28]([F:31])([F:30])[F:29])[C:24]([F:27])([F:26])[F:25])=[CH:19][CH:18]=3)[CH:13]([C:33]#[C:34][CH3:35])[CH2:12]2)(=[O:10])=[O:9])=[CH:4][CH:3]=1.[OH-].[NH4+:37], predict the reaction product. The product is: [NH2:37][C:2]1[N:7]=[CH:6][C:5]([S:8]([N:11]2[CH2:16][CH2:15][N:14]([C:17]3[CH:22]=[CH:21][C:20]([C:23]([OH:32])([C:28]([F:31])([F:30])[F:29])[C:24]([F:27])([F:26])[F:25])=[CH:19][CH:18]=3)[CH:13]([C:33]#[C:34][CH3:35])[CH2:12]2)(=[O:10])=[O:9])=[CH:4][CH:3]=1. (4) Given the reactants C(OC(C)COC)(=O)C.N(C(C)(C)C#N)=NC(C)(C)C#N.[CH2:22]=[CH:23][C:24]1[CH:29]=[CH:28][CH:27]=[CH:26][CH:25]=1.[C:30]([OH:34])(=[O:33])[CH:31]=[CH2:32].C(C1C=CC(O)=CC=1)(C1C=CC=CC=1)(C)C, predict the reaction product. The product is: [CH2:22]=[CH:23][C:24]1[CH:29]=[CH:28][CH:27]=[CH:26][CH:25]=1.[C:30]([OH:34])(=[O:33])[CH:31]=[CH2:32]. (5) Given the reactants [Br:1][C:2]1[CH:3]=[C:4]([N+:19]([O-:21])=[O:20])[C:5]([C:8]2[CH:17]=[CH:16][C:11](C(OC)=O)=[CH:10][C:9]=2F)=[N:6][CH:7]=1.[CH3:22][S:23](C1C=C(B(O)O)C=CC=1)(=[O:25])=[O:24].BrC1C([N+]([O-])=O)=CC(Br)=CN=1, predict the reaction product. The product is: [Br:1][C:2]1[CH:3]=[C:4]([N+:19]([O-:21])=[O:20])[C:5]([C:8]2[CH:17]=[CH:16][CH:11]=[C:10]([S:23]([CH3:22])(=[O:25])=[O:24])[CH:9]=2)=[N:6][CH:7]=1. (6) Given the reactants Br[C:2]1[CH:6]=[C:5]([C:7]#[C:8][C:9]([CH3:12])([CH3:11])[CH3:10])[S:4][C:3]=1[C:13]([O:15][CH3:16])=[O:14].[NH2:17][CH:18]1[CH2:23][CH2:22][N:21]([CH3:24])[C:20](=[O:25])[CH2:19]1.C(=O)([O-])[O-].[Cs+].[Cs+].C1C=CC(P(C2C(C3C(P(C4C=CC=CC=4)C4C=CC=CC=4)=CC=C4C=3C=CC=C4)=C3C(C=CC=C3)=CC=2)C2C=CC=CC=2)=CC=1.N#N, predict the reaction product. The product is: [CH3:10][C:9]([CH3:12])([CH3:11])[C:8]#[C:7][C:5]1[S:4][C:3]([C:13]([O:15][CH3:16])=[O:14])=[C:2]([NH:17][CH:18]2[CH2:23][CH2:22][N:21]([CH3:24])[C:20](=[O:25])[CH2:19]2)[CH:6]=1. (7) Given the reactants [F:1][C:2]1[CH:3]=[C:4]([C:12]2[CH:17]=[C:16]([C:18]([F:21])([F:20])[F:19])[N:15]3[N:22]=[CH:23][C:24]([C:25]([OH:27])=O)=[C:14]3[N:13]=2)[CH:5]=[CH:6][C:7]=1[C:8]([F:11])([F:10])[F:9].[NH2:28][C:29]1[CH:30]=[C:31]([S:35]([NH:38][C:39]([CH3:43])([CH3:42])[CH2:40][OH:41])(=[O:37])=[O:36])[CH:32]=[CH:33][CH:34]=1, predict the reaction product. The product is: [OH:41][CH2:40][C:39]([NH:38][S:35]([C:31]1[CH:30]=[C:29]([NH:28][C:25]([C:24]2[CH:23]=[N:22][N:15]3[C:16]([C:18]([F:19])([F:20])[F:21])=[CH:17][C:12]([C:4]4[CH:5]=[CH:6][C:7]([C:8]([F:9])([F:11])[F:10])=[C:2]([F:1])[CH:3]=4)=[N:13][C:14]=23)=[O:27])[CH:34]=[CH:33][CH:32]=1)(=[O:37])=[O:36])([CH3:43])[CH3:42].